Dataset: NCI-60 drug combinations with 297,098 pairs across 59 cell lines. Task: Regression. Given two drug SMILES strings and cell line genomic features, predict the synergy score measuring deviation from expected non-interaction effect. (1) Drug 1: CC12CCC3C(C1CCC2=O)CC(=C)C4=CC(=O)C=CC34C. Drug 2: COCCOC1=C(C=C2C(=C1)C(=NC=N2)NC3=CC=CC(=C3)C#C)OCCOC.Cl. Cell line: NCIH23. Synergy scores: CSS=56.9, Synergy_ZIP=-0.444, Synergy_Bliss=0.936, Synergy_Loewe=1.22, Synergy_HSA=1.93. (2) Drug 1: CCC1=CC2CC(C3=C(CN(C2)C1)C4=CC=CC=C4N3)(C5=C(C=C6C(=C5)C78CCN9C7C(C=CC9)(C(C(C8N6C)(C(=O)OC)O)OC(=O)C)CC)OC)C(=O)OC.C(C(C(=O)O)O)(C(=O)O)O. Drug 2: C1CN(P(=O)(OC1)NCCCl)CCCl. Cell line: TK-10. Synergy scores: CSS=7.70, Synergy_ZIP=-2.91, Synergy_Bliss=-1.45, Synergy_Loewe=-29.9, Synergy_HSA=-2.41.